From a dataset of Forward reaction prediction with 1.9M reactions from USPTO patents (1976-2016). Predict the product of the given reaction. (1) Given the reactants [C:1]1([C:13]2[CH:18]=[CH:17][CH:16]=[CH:15][CH:14]=2)[CH:6]=[CH:5][CH:4]=[C:3]([C:7]2[N:11]=[N:10][CH:9]([NH2:12])[N:8]=2)[CH:2]=1.[C:19]([CH:22]([CH2:27][C:28]([O:30][CH3:31])=[O:29])[C:23](OC)=[O:24])(=O)[CH3:20].S(O)(C1C=CC(C)=CC=1)(=O)=O, predict the reaction product. The product is: [C:1]1([C:13]2[CH:14]=[CH:15][CH:16]=[CH:17][CH:18]=2)[CH:6]=[CH:5][CH:4]=[C:3]([C:7]2[N:8]=[C:9]3[N:12]=[C:19]([CH3:20])[C:22]([CH2:27][C:28]([O:30][CH3:31])=[O:29])=[C:23]([OH:24])[N:10]3[N:11]=2)[CH:2]=1. (2) Given the reactants [CH3:1][O:2][C:3]1([O:13][CH3:14])[CH2:8][NH:7][CH:6]([C:9]([O:11][CH3:12])=[O:10])[CH2:5][CH2:4]1.[F:15][C:16]1[CH:17]=[C:18]([C:22]2[S:26][C:25]([CH3:27])=[N:24][C:23]=2[C:28](O)=[O:29])[CH:19]=[CH:20][CH:21]=1, predict the reaction product. The product is: [F:15][C:16]1[CH:17]=[C:18]([C:22]2[S:26][C:25]([CH3:27])=[N:24][C:23]=2[C:28]([N:7]2[CH2:8][C:3]([O:13][CH3:14])([O:2][CH3:1])[CH2:4][CH2:5][CH:6]2[C:9]([O:11][CH3:12])=[O:10])=[O:29])[CH:19]=[CH:20][CH:21]=1. (3) Given the reactants [C:1]12([N:6]3[CH:29]=[C:28]4[C:8]([C:9](=[O:30])[CH2:10][C:11]5([CH2:27]4)[CH2:16][CH2:15][N:14](C(OCC4C=CC=CC=4)=O)[CH2:13][CH2:12]5)=[N:7]3)[CH2:5][CH:3]([CH2:4]1)[CH2:2]2.CC1CC=CCC=1, predict the reaction product. The product is: [C:1]12([N:6]3[CH:29]=[C:28]4[C:8]([C:9](=[O:30])[CH2:10][C:11]5([CH2:27]4)[CH2:16][CH2:15][NH:14][CH2:13][CH2:12]5)=[N:7]3)[CH2:2][CH:3]([CH2:5]1)[CH2:4]2. (4) Given the reactants [CH3:1][O:2][C:3]([C@@H:5]1[CH2:9][C@H:8]([N:10]=[N+]=[N-])[CH2:7][N:6]1[C:13]([O:15][C:16]([CH3:19])([CH3:18])[CH3:17])=[O:14])=[O:4], predict the reaction product. The product is: [CH3:1][O:2][C:3]([C@@H:5]1[CH2:9][C@H:8]([NH2:10])[CH2:7][N:6]1[C:13]([O:15][C:16]([CH3:19])([CH3:18])[CH3:17])=[O:14])=[O:4]. (5) The product is: [NH2:1][N:2]1[C:6]([C:7]([NH:50][CH2:51][C:52]2([OH:67])[CH2:57][CH2:56][N:55]([C:58](=[O:59])[C:60]3[CH:65]=[CH:64][C:63]([F:66])=[CH:62][CH:61]=3)[CH2:54][CH2:53]2)=[O:9])=[CH:5][N:4]=[C:3]1[C:10]1[CH:15]=[CH:14][C:13]([F:16])=[CH:12][CH:11]=1. Given the reactants [NH2:1][N:2]1[C:6]([C:7]([OH:9])=O)=[CH:5][N:4]=[C:3]1[C:10]1[CH:15]=[CH:14][C:13]([F:16])=[CH:12][CH:11]=1.CN(C(ON1N=NC2C=CC=NC1=2)=[N+](C)C)C.F[P-](F)(F)(F)(F)F.CCN(C(C)C)C(C)C.[NH2:50][CH2:51][C:52]1([OH:67])[CH2:57][CH2:56][N:55]([C:58]([C:60]2[CH:65]=[CH:64][C:63]([F:66])=[CH:62][CH:61]=2)=[O:59])[CH2:54][CH2:53]1, predict the reaction product.